From a dataset of Full USPTO retrosynthesis dataset with 1.9M reactions from patents (1976-2016). Predict the reactants needed to synthesize the given product. Given the product [Cl:30][C:25]1[CH:26]=[CH:27][CH:28]=[CH:29][C:24]=1[N:6]1[C:5]2[C:4](=[O:31])[N:3]([CH3:32])[C:2]([O:35][CH2:34][C:33]([O:37][CH2:38][CH3:39])=[O:36])=[N:10][C:9]=2[N:8]=[C:7]1[N:11]1[CH2:16][CH2:15][N:14]([C:17]([O:19][C:20]([CH3:22])([CH3:21])[CH3:23])=[O:18])[CH2:13][CH2:12]1, predict the reactants needed to synthesize it. The reactants are: Cl[C:2]1[N:3]([CH3:32])[C:4](=[O:31])[C:5]2[N:6]([C:24]3[CH:29]=[CH:28][CH:27]=[CH:26][C:25]=3[Cl:30])[C:7]([N:11]3[CH2:16][CH2:15][N:14]([C:17]([O:19][C:20]([CH3:23])([CH3:22])[CH3:21])=[O:18])[CH2:13][CH2:12]3)=[N:8][C:9]=2[N:10]=1.[C:33]([O:37][CH2:38][CH3:39])(=[O:36])[CH2:34][OH:35].[H-].[Na+].